Dataset: Catalyst prediction with 721,799 reactions and 888 catalyst types from USPTO. Task: Predict which catalyst facilitates the given reaction. (1) Reactant: [CH2:1]([O:8][C:9]1[CH:26]=[CH:25][C:24]2[C@@H:23]3[C@H:14]([C@H:15]4[C@@:19]([CH2:21][CH2:22]3)([CH3:20])[C@@H:18]([OH:27])[CH2:17][C@H:16]4[C:28]#N)[CH2:13][CH2:12][C:11]=2[CH:10]=1)[C:2]1[CH:7]=[CH:6][CH:5]=[CH:4][CH:3]=1.[OH-:30].[K+].[OH2:32]. Product: [CH2:1]([O:8][C:9]1[CH:26]=[CH:25][C:24]2[C@@H:23]3[C@H:14]([C@H:15]4[C@@:19]([CH2:21][CH2:22]3)([CH3:20])[C@@H:18]([OH:27])[CH2:17][C@@H:16]4[C:28]([OH:32])=[O:30])[CH2:13][CH2:12][C:11]=2[CH:10]=1)[C:2]1[CH:7]=[CH:6][CH:5]=[CH:4][CH:3]=1. The catalyst class is: 196. (2) Reactant: [F:1][C:2]1[CH:7]=[CH:6][C:5]([N:8]2[CH:12]=[CH:11][N:10]=[CH:9]2)=[CH:4][CH:3]=1.[Br:13][CH2:14][CH2:15][CH3:16]. Product: [Br-:13].[F:1][C:2]1[CH:3]=[CH:4][C:5]([N+:8]2[CH:12]=[CH:11][N:10]([CH2:14][CH2:15][CH3:16])[CH:9]=2)=[CH:6][CH:7]=1. The catalyst class is: 1. (3) Reactant: [CH:1]1([N:13]2[CH2:18][CH2:17][CH:16]([N:19]3[C:23]4[CH:24]=[CH:25][CH:26]=[CH:27][C:22]=4[N:21]([CH2:28][C:29](O)=[O:30])[C:20]3=[O:32])[CH2:15][CH2:14]2)[C:11]2=[C:12]3[C:7](=[CH:8][CH:9]=[CH:10]2)[CH:6]=[CH:5][CH:4]=[C:3]3[CH2:2]1.[CH3:33][N:34]1[CH2:39][CH2:38][NH:37][CH2:36][CH2:35]1.CCN=C=NCCCN(C)C.[ClH:51].C1C=CC2N(O)N=NC=2C=1.C(N(CC)CC)C. Product: [ClH:51].[ClH:51].[CH:1]1([N:13]2[CH2:14][CH2:15][CH:16]([N:19]3[C:23]4[CH:24]=[CH:25][CH:26]=[CH:27][C:22]=4[N:21]([CH2:28][C:29]([N:37]4[CH2:38][CH2:39][N:34]([CH3:33])[CH2:35][CH2:36]4)=[O:30])[C:20]3=[O:32])[CH2:17][CH2:18]2)[C:11]2=[C:12]3[C:7](=[CH:8][CH:9]=[CH:10]2)[CH:6]=[CH:5][CH:4]=[C:3]3[CH2:2]1. The catalyst class is: 18. (4) Reactant: [CH3:1][O:2][C:3]([C:5]1[CH:17]=[C:16](I)[C:8]2[N:9]=[CH:10][N:11]([CH2:12][CH:13]([CH3:15])[CH3:14])[C:7]=2[CH:6]=1)=[O:4].[Br-].[CH3:20][C:21]1[CH:22]=[CH:23][C:24]([Zn+])=[N:25][CH:26]=1. Product: [CH3:1][O:2][C:3]([C:5]1[CH:17]=[C:16]([C:24]2[CH:23]=[CH:22][C:21]([CH3:20])=[CH:26][N:25]=2)[C:8]2[N:9]=[CH:10][N:11]([CH2:12][CH:13]([CH3:15])[CH3:14])[C:7]=2[CH:6]=1)=[O:4]. The catalyst class is: 176. (5) Reactant: [N+]([C:4]1[S:8][C:7]([C:9]#[N:10])=[CH:6][CH:5]=1)([O-])=O.[F:11][C:12]1[CH:13]=[C:14]([OH:18])[CH:15]=[CH:16][CH:17]=1.C(=O)([O-])[O-].[K+].[K+].O. Product: [F:11][C:12]1[CH:13]=[C:14]([CH:15]=[CH:16][CH:17]=1)[O:18][C:4]1[S:8][C:7]([C:9]#[N:10])=[CH:6][CH:5]=1. The catalyst class is: 148. (6) Reactant: [Cl:1][C:2]1[S:3][C:4]([Cl:12])=[CH:5][C:6]=1[CH2:7][CH2:8][C:9]([OH:11])=O.C(Cl)(=O)C(Cl)=O.[Cl-].[Al+3].[Cl-].[Cl-]. Product: [Cl:1][C:2]1[S:3][C:4]([Cl:12])=[C:5]2[C:9](=[O:11])[CH2:8][CH2:7][C:6]=12. The catalyst class is: 2. (7) The catalyst class is: 83. Reactant: [CH:1]([NH:4][C@H:5]1[CH2:10][CH2:9][C@H:8]([C:11]([NH:13][C:14]2[C:18]3[CH:19]=[C:20]([C:23]([O:25]C)=[O:24])[CH:21]=[CH:22][C:17]=3[O:16][C:15]=2[C:27]([NH:29][C:30]2[CH:35]=[CH:34][C:33]([Cl:36])=[CH:32][N:31]=2)=[O:28])=[O:12])[CH2:7][CH2:6]1)([CH3:3])[CH3:2].[OH-].[Na+]. Product: [C:23]([C:20]1[CH:21]=[CH:22][C:17]2[O:16][C:15]([C:27]([NH:29][C:30]3[CH:35]=[CH:34][C:33]([Cl:36])=[CH:32][N:31]=3)=[O:28])=[C:14]([NH:13][C:11]([C@H:8]3[CH2:9][CH2:10][C@H:5]([NH:4][CH:1]([CH3:2])[CH3:3])[CH2:6][CH2:7]3)=[O:12])[C:18]=2[CH:19]=1)([OH:25])=[O:24].